From a dataset of Catalyst prediction with 721,799 reactions and 888 catalyst types from USPTO. Predict which catalyst facilitates the given reaction. (1) Reactant: [C:1]([C:5]1[CH:23]=[CH:22][C:8]([C:9]([NH:11][S:12]([C:15]2[CH:20]=[CH:19][CH:18]=[C:17](Cl)[N:16]=2)(=[O:14])=[O:13])=[O:10])=[C:7]([N:24]2[CH2:28][CH:27]([CH3:29])[CH2:26][C:25]2([CH3:31])[CH3:30])[N:6]=1)([CH3:4])([CH3:3])[CH3:2].[CH3:32][O:33][C:34]1[CH:39]=[CH:38][C:37]([CH2:40][OH:41])=[CH:36][CH:35]=1.C(=O)([O-])[O-].[Cs+].[Cs+].Cl. Product: [C:1]([C:5]1[N:6]=[C:7]([N:24]2[CH2:28][CH:27]([CH3:29])[CH2:26][C:25]2([CH3:31])[CH3:30])[C:8]([C:9]([NH:11][S:12]([C:15]2[CH:20]=[CH:19][CH:18]=[C:17]([O:41][CH2:40][C:37]3[CH:38]=[CH:39][C:34]([O:33][CH3:32])=[CH:35][CH:36]=3)[N:16]=2)(=[O:14])=[O:13])=[O:10])=[CH:22][CH:23]=1)([CH3:4])([CH3:3])[CH3:2]. The catalyst class is: 58. (2) Reactant: [N:1]1([C:6]2[CH:7]=[C:8]([NH:16][C:17](=[O:36])[C:18]3[CH:23]=[CH:22][C:21]([CH3:24])=[C:20]([C:25]#[C:26][C:27]4[N:31]5[CH:32]=[CH:33][N:34]=[CH:35][C:30]5=[N:29][CH:28]=4)[CH:19]=3)[CH:9]=[C:10]([C:12]([F:15])([F:14])[F:13])[CH:11]=2)[CH:5]=[CH:4][N:3]=[CH:2]1.[ClH:37]. Product: [ClH:37].[N:1]1([C:6]2[CH:7]=[C:8]([NH:16][C:17](=[O:36])[C:18]3[CH:23]=[CH:22][C:21]([CH3:24])=[C:20]([C:25]#[C:26][C:27]4[N:31]5[CH:32]=[CH:33][N:34]=[CH:35][C:30]5=[N:29][CH:28]=4)[CH:19]=3)[CH:9]=[C:10]([C:12]([F:15])([F:13])[F:14])[CH:11]=2)[CH:5]=[CH:4][N:3]=[CH:2]1. The catalyst class is: 23. (3) Reactant: Cl.Cl.[NH2:3][C:4]1[CH:5]=[C:6]([CH:34]=[CH:35][CH:36]=1)[O:7][C:8]1[CH:9]=[CH:10][C:11]2[N:15]=[C:14]([CH2:16][O:17][C:18]3[CH:31]=[CH:30][C:21]([CH2:22][CH:23]4[S:27][C:26](=[O:28])[NH:25][C:24]4=[O:29])=[CH:20][CH:19]=3)[N:13]([CH3:32])[C:12]=2[CH:33]=1.[F:37][C:38]([F:49])([F:48])[C:39]1[CH:44]=[CH:43][CH:42]=[C:41]([N:45]=[C:46]=[O:47])[CH:40]=1.C(N(CC)CC)C. Product: [O:28]=[C:26]1[NH:25][C:24](=[O:29])[CH:23]([CH2:22][C:21]2[CH:30]=[CH:31][C:18]([O:17][CH2:16][C:14]3[N:13]([CH3:32])[C:12]4[CH:33]=[C:8]([O:7][C:6]5[CH:5]=[C:4]([NH:3][C:46]([NH:45][C:41]6[CH:42]=[CH:43][CH:44]=[C:39]([C:38]([F:37])([F:48])[F:49])[CH:40]=6)=[O:47])[CH:36]=[CH:35][CH:34]=5)[CH:9]=[CH:10][C:11]=4[N:15]=3)=[CH:19][CH:20]=2)[S:27]1. The catalyst class is: 9. (4) Reactant: C(N=C=NCCCN(C)C)C.[O:12]([C:19]1[CH:27]=[CH:26][C:22]([C:23]([OH:25])=O)=[CH:21][CH:20]=1)[C:13]1[CH:18]=[CH:17][CH:16]=[CH:15][CH:14]=1.[NH2:28][C:29]1[CH:43]=[CH:42][C:32]([CH2:33][P:34](=[O:41])([O:38][CH2:39][CH3:40])[O:35][CH2:36][CH3:37])=[CH:31][CH:30]=1. Product: [O:12]([C:19]1[CH:20]=[CH:21][C:22]([C:23]([NH:28][C:29]2[CH:30]=[CH:31][C:32]([CH2:33][P:34](=[O:41])([O:35][CH2:36][CH3:37])[O:38][CH2:39][CH3:40])=[CH:42][CH:43]=2)=[O:25])=[CH:26][CH:27]=1)[C:13]1[CH:14]=[CH:15][CH:16]=[CH:17][CH:18]=1. The catalyst class is: 79. (5) Reactant: [CH2:1]([C:4]1[C:25]([CH2:26][CH2:27][CH3:28])=[CH:24][C:23]2[C:6](=[CH:7][C:8]3[C:9](=[O:30])[C:10]4[C:19]([C:20](=[O:29])[C:21]=3[CH:22]=2)=[CH:18][C:17]2[C:12](=[CH:13][CH:14]=[CH:15][CH:16]=2)[CH:11]=4)[CH:5]=1)[CH2:2][CH3:3].C([BH-](CC)CC)C.[Li+].Cl. Product: [OH:29][CH:20]1[C:19]2[C:10](=[CH:11][C:12]3[C:17]([CH:18]=2)=[CH:16][CH:15]=[CH:14][CH:13]=3)[CH:9]([OH:30])[C:8]2[CH:7]=[C:6]3[C:23]([CH:24]=[C:25]([CH2:26][CH2:27][CH3:28])[C:4]([CH2:1][CH2:2][CH3:3])=[CH:5]3)=[CH:22][C:21]1=2. The catalyst class is: 1. (6) Reactant: [Br:1][C:2]1[C:3]([O:13][CH3:14])=[C:4]([C:10](=[O:12])[CH3:11])[CH:5]=[C:6]([Cl:9])[C:7]=1[F:8].CO.[BH4-].[Na+]. Product: [Br:1][C:2]1[C:3]([O:13][CH3:14])=[C:4]([CH:10]([OH:12])[CH3:11])[CH:5]=[C:6]([Cl:9])[C:7]=1[F:8]. The catalyst class is: 6. (7) Reactant: [F:1][C:2]1[CH:7]=[CH:6][C:5]([CH:8]([OH:23])[CH:9]([CH2:13][C:14]2[O:15][C:16]([C:19]([F:22])([F:21])[F:20])=[CH:17][CH:18]=2)C(O)=O)=[CH:4][CH:3]=1.C1(P(N=[N+]=[N-])(C2C=CC=CC=2)=O)C=CC=CC=1.C([N:43]([CH2:46]C)CC)C.[OH2:48]. The catalyst class is: 7. Product: [F:1][C:2]1[CH:3]=[CH:4][C:5]([CH:8]2[O:23][C:46](=[O:48])[NH:43][CH:9]2[CH2:13][C:14]2[O:15][C:16]([C:19]([F:20])([F:21])[F:22])=[CH:17][CH:18]=2)=[CH:6][CH:7]=1. (8) Reactant: [NH2:1][C:2]1[N:7]=[C:6]([C:8]2[CH:17]=[C:16]3[C:11]([CH2:12][CH2:13][N:14]([C:18](OC4C=CC([N+]([O-])=O)=CC=4)=[O:19])[CH2:15]3)=[CH:10][CH:9]=2)[CH:5]=[C:4]([N:30]2[CH2:35][CH2:34][N:33]([CH3:36])[CH2:32][CH2:31]2)[N:3]=1.[C:37]1([CH:43]2[CH2:48][CH2:47][NH:46][CH2:45][CH2:44]2)[CH:42]=[CH:41][CH:40]=[CH:39][CH:38]=1.C(N(CC)C(C)C)(C)C. Product: [CH3:36][N:33]1[CH2:34][CH2:35][N:30]([C:4]2[CH:5]=[C:6]([C:8]3[CH:17]=[C:12]4[C:11]([CH2:16][CH2:15][N:14]([C:18]([N:46]5[CH2:47][CH2:48][CH:43]([C:37]6[CH:42]=[CH:41][CH:40]=[CH:39][CH:38]=6)[CH2:44][CH2:45]5)=[O:19])[CH2:13]4)=[CH:10][CH:9]=3)[N:7]=[C:2]([NH2:1])[N:3]=2)[CH2:31][CH2:32]1. The catalyst class is: 60.